From a dataset of Forward reaction prediction with 1.9M reactions from USPTO patents (1976-2016). Predict the product of the given reaction. (1) Given the reactants [C:1]([C@H:3]1[C@@H:7]([CH:8]=[CH2:9])[O:6][C:5]([CH3:11])([CH3:10])[N:4]1[C:12]([O:14][C:15]([CH3:18])([CH3:17])[CH3:16])=[O:13])#[N:2].[CH2:19]=[CH:20][CH2:21][CH2:22][CH2:23][CH2:24][CH2:25][CH2:26][CH2:27][CH2:28][CH2:29][CH2:30][CH2:31]CC, predict the reaction product. The product is: [C:1]([C@H:3]1[C@@H:7](/[CH:8]=[CH:9]/[CH2:31][CH2:30][CH2:29][CH2:28][CH2:27][CH2:26][CH2:25][CH2:24][CH2:23][CH2:22][CH2:21][CH2:20][CH3:19])[O:6][C:5]([CH3:10])([CH3:11])[N:4]1[C:12]([O:14][C:15]([CH3:18])([CH3:17])[CH3:16])=[O:13])#[N:2]. (2) Given the reactants [Cl:1][C:2]1[C:7]([F:8])=[CH:6][N:5]=[C:4]2[NH:9][CH:10]=[CH:11][C:3]=12.[I:12]N1C(=O)CCC1=O, predict the reaction product. The product is: [Cl:1][C:2]1[C:7]([F:8])=[CH:6][N:5]=[C:4]2[NH:9][CH:10]=[C:11]([I:12])[C:3]=12.